Task: Predict the product of the given reaction.. Dataset: Forward reaction prediction with 1.9M reactions from USPTO patents (1976-2016) (1) Given the reactants [N:1]1[CH:6]=[CH:5][C:4]([CH:7]=O)=[CH:3][CH:2]=1.[C:9]([O:13][C:14](=[O:24])[NH:15][CH2:16][C:17]1[CH:22]=[CH:21][C:20]([NH2:23])=[CH:19][CH:18]=1)([CH3:12])([CH3:11])[CH3:10], predict the reaction product. The product is: [C:9]([O:13][C:14](=[O:24])[NH:15][CH2:16][C:17]1[CH:18]=[CH:19][C:20]([NH:23][CH2:7][C:4]2[CH:3]=[CH:2][N:1]=[CH:6][CH:5]=2)=[CH:21][CH:22]=1)([CH3:12])([CH3:10])[CH3:11]. (2) Given the reactants Cl.[Cl:2][C:3]1[CH:8]=[CH:7][C:6]([C:9]2[N:10]([C:25]3[CH:30]=[CH:29][CH:28]=[CH:27][C:26]=3[Cl:31])[N:11]=[C:12]3[C:17]([N:18]4[CH2:23][CH:22]5[CH2:24][CH:19]4[CH2:20][NH:21]5)=[N:16][CH:15]=[N:14][C:13]=23)=[CH:5][CH:4]=1.[Cl-].C([NH+](CC)CC)C.C(N(CC)CC)C.[C:47]1(=O)[CH2:51][CH2:50][CH2:49][CH2:48]1.[BH4-], predict the reaction product. The product is: [Cl:2][C:3]1[CH:8]=[CH:7][C:6]([C:9]2[N:10]([C:25]3[CH:30]=[CH:29][CH:28]=[CH:27][C:26]=3[Cl:31])[N:11]=[C:12]3[C:17]([N:18]4[CH2:23][CH:22]5[CH2:24][CH:19]4[CH2:20][N:21]5[CH:47]4[CH2:51][CH2:50][CH2:49][CH2:48]4)=[N:16][CH:15]=[N:14][C:13]=23)=[CH:5][CH:4]=1. (3) Given the reactants CO[C:3]1[CH:30]=[CH:29][C:6]([CH2:7][NH:8][CH2:9][CH2:10][NH:11][C:12]([C:14]2[S:15][CH:16]=[CH:17][C:18]=2[NH:19][C:20]2[CH:25]=[CH:24][N:23]=[C:22]3[NH:26][CH:27]=[CH:28][C:21]=23)=[O:13])=[CH:5][CH:4]=1.[Cl:31]C1C=C(C=CC=1)C=O, predict the reaction product. The product is: [Cl:31][C:4]1[CH:5]=[C:6]([CH:29]=[CH:30][CH:3]=1)[CH2:7][NH:8][CH2:9][CH2:10][NH:11][C:12]([C:14]1[S:15][CH:16]=[CH:17][C:18]=1[NH:19][C:20]1[CH:25]=[CH:24][N:23]=[C:22]2[NH:26][CH:27]=[CH:28][C:21]=12)=[O:13]. (4) Given the reactants C[S:2]([C:5]1[CH:6]=[CH:7][C:8]([N:14]2[CH2:18][CH2:17][CH2:16][CH2:15]2)=[C:9]([CH:13]=1)[C:10]([OH:12])=[O:11])(=[O:4])=[O:3].ClC1C=CC(S(=O)(=O)[NH:30][CH:31]([CH3:33])[CH3:32])=CC=1C(O)=O.N1CCCC1, predict the reaction product. The product is: [CH:31]([NH:30][S:2]([C:5]1[CH:6]=[CH:7][C:8]([N:14]2[CH2:18][CH2:17][CH2:16][CH2:15]2)=[C:9]([CH:13]=1)[C:10]([OH:12])=[O:11])(=[O:4])=[O:3])([CH3:33])[CH3:32]. (5) Given the reactants Br[CH:2]([N:9]1[C:17]2[C:12](=[CH:13][CH:14]=[C:15]([O:18][CH3:19])[CH:16]=2)[C:11]([C:20](=[O:25])[C:21](Br)([CH3:23])[CH3:22])=[N:10]1)[C:3](=[O:8])[C:4]([CH3:7])([CH3:6])[CH3:5].[P:26]([O:31]C)([O:29][CH3:30])[O:27][CH3:28], predict the reaction product. The product is: [P:26]([O:27][CH3:28])([O:29][CH3:30])([O:8]/[C:3](/[C:4]([CH3:7])([CH3:6])[CH3:5])=[CH:2]\[N:9]1[C:17]2[C:12](=[CH:13][CH:14]=[C:15]([O:18][CH3:19])[CH:16]=2)[C:11]([C:20]([O:25][P:26]([O:29][CH3:30])([O:27][CH3:28])=[O:31])=[C:21]([CH3:23])[CH3:22])=[N:10]1)=[O:31].